From a dataset of Full USPTO retrosynthesis dataset with 1.9M reactions from patents (1976-2016). Predict the reactants needed to synthesize the given product. Given the product [Cl:26][CH2:27][CH2:28][CH2:29][CH2:30][CH:7]([C:1]1[CH:6]=[CH:5][CH:4]=[CH:3][CH:2]=1)[C:8]([OH:10])=[O:9], predict the reactants needed to synthesize it. The reactants are: [C:1]1([CH2:7][C:8]([OH:10])=[O:9])[CH:6]=[CH:5][CH:4]=[CH:3][CH:2]=1.C[Si]([N-][Si](C)(C)C)(C)C.[Na+].C1COCC1.[Cl:26][CH2:27][CH2:28][CH2:29][CH2:30]I.